Dataset: Forward reaction prediction with 1.9M reactions from USPTO patents (1976-2016). Task: Predict the product of the given reaction. (1) The product is: [CH3:1][C:2]1[CH:3]=[C:4]2[C:5]([CH2:6][O:8][C:9]2=[O:10])=[CH:11][CH:12]=1.[CH3:1][C:2]1[CH:3]=[C:4]2[C:5](=[CH:11][CH:12]=1)[C:6](=[O:7])[O:8][CH2:9]2. Given the reactants [CH3:1][C:2]1[CH:3]=[C:4]2[C:9](=[O:10])[O:8][C:6](=[O:7])[C:5]2=[CH:11][CH:12]=1.CC(O)=O.[BH4-].[Na+], predict the reaction product. (2) Given the reactants [CH2:1]([O:3][C:4](=[O:23])[CH2:5][N:6]([CH:20]1[CH2:22][CH2:21]1)[C:7](=[O:19])[C:8]1[CH:13]=[CH:12][C:11]([O:14][C:15]([F:18])([F:17])[F:16])=[CH:10][CH:9]=1)[CH3:2].[CH2:24]([N:31]1[CH:35]=[N:34][C:33]([C:36](O)=[O:37])=[N:32]1)[C:25]1[CH:30]=[CH:29][CH:28]=[CH:27][CH:26]=1, predict the reaction product. The product is: [CH2:1]([O:3][C:4](=[O:23])[CH:5]([N:6]([CH:20]1[CH2:22][CH2:21]1)[C:7](=[O:19])[C:8]1[CH:9]=[CH:10][C:11]([O:14][C:15]([F:16])([F:17])[F:18])=[CH:12][CH:13]=1)[C:36]([C:33]1[N:34]=[CH:35][N:31]([CH2:24][C:25]2[CH:30]=[CH:29][CH:28]=[CH:27][CH:26]=2)[N:32]=1)=[O:37])[CH3:2]. (3) Given the reactants [CH2:1]([N:3]1[CH:7]=[C:6]([C:8]2[CH:9]=[C:10]([CH:12]=[CH:13][CH:14]=2)[NH2:11])[C:5]([C:15]2[CH:20]=[CH:19][N:18]=[CH:17][CH:16]=2)=[N:4]1)[CH3:2].[Br:21][C:22]1[CH:27]=[CH:26][C:25]([N:28]=[C:29]=[O:30])=[CH:24][CH:23]=1, predict the reaction product. The product is: [Br:21][C:22]1[CH:27]=[CH:26][C:25]([NH:28][C:29]([NH:11][C:10]2[CH:12]=[CH:13][CH:14]=[C:8]([C:6]3[C:5]([C:15]4[CH:16]=[CH:17][N:18]=[CH:19][CH:20]=4)=[N:4][N:3]([CH2:1][CH3:2])[CH:7]=3)[CH:9]=2)=[O:30])=[CH:24][CH:23]=1. (4) Given the reactants F[C:2]1[CH:7]=[C:6]([F:8])[CH:5]=[CH:4][C:3]=1[C:9]1[N:14]=[CH:13][N:12]=[C:11]([NH:15][C:16]2[CH:21]=[CH:20][CH:19]=[C:18]([CH2:22][S:23]([CH3:26])(=[O:25])=[O:24])[CH:17]=2)[N:10]=1.[CH3:27][CH:28]([CH3:31])[CH2:29][OH:30], predict the reaction product. The product is: [F:8][C:6]1[CH:5]=[CH:4][C:3]([C:9]2[N:14]=[CH:13][N:12]=[C:11]([NH:15][C:16]3[CH:21]=[CH:20][CH:19]=[C:18]([CH2:22][S:23]([CH3:26])(=[O:25])=[O:24])[CH:17]=3)[N:10]=2)=[C:2]([O:30][CH2:29][CH:28]([CH3:31])[CH3:27])[CH:7]=1. (5) Given the reactants [F:1][C:2]([F:27])([F:26])[C:3]1[CH:8]=[CH:7][C:6]([C:9]2[CH:18]=[C:17]3[C:12]([CH2:13][CH2:14][N:15](C(OC(C)(C)C)=O)[CH2:16]3)=[CH:11][CH:10]=2)=[CH:5][CH:4]=1.[ClH:28].O1CCOCC1.C(OCC)C, predict the reaction product. The product is: [ClH:28].[F:27][C:2]([F:1])([F:26])[C:3]1[CH:4]=[CH:5][C:6]([C:9]2[CH:18]=[C:17]3[C:12]([CH2:13][CH2:14][NH:15][CH2:16]3)=[CH:11][CH:10]=2)=[CH:7][CH:8]=1. (6) Given the reactants [C:1]1([CH2:7][CH2:8][CH2:9][CH:10]([NH:20][C:21](=[O:38])[C@H:22]([CH2:31][C:32]2[CH:33]=[N:34][CH:35]=[CH:36][CH:37]=2)[NH:23]C(OC(C)(C)C)=O)[CH2:11][CH2:12][CH2:13][C:14]2[CH:19]=[CH:18][CH:17]=[CH:16][CH:15]=2)[CH:6]=[CH:5][CH:4]=[CH:3][CH:2]=1.FC(F)(F)C(O)=O, predict the reaction product. The product is: [C:14]1([CH2:13][CH2:12][CH2:11][CH:10]([NH:20][C:21](=[O:38])[C@H:22]([CH2:31][C:32]2[CH:33]=[N:34][CH:35]=[CH:36][CH:37]=2)[NH2:23])[CH2:9][CH2:8][CH2:7][C:1]2[CH:2]=[CH:3][CH:4]=[CH:5][CH:6]=2)[CH:19]=[CH:18][CH:17]=[CH:16][CH:15]=1. (7) The product is: [O:1]=[C:2]1[CH2:6][CH:5]([CH3:7])[C:4]([CH3:8])([CH3:9])[CH:3]1[CH2:10][C:11]([OH:13])=[O:12]. Given the reactants [O:1]=[C:2]1[CH2:6][CH:5]([CH3:7])[C:4]([CH3:9])([CH3:8])[CH:3]1[CH2:10][C:11]([O:13]CC)=[O:12], predict the reaction product. (8) Given the reactants [CH3:1][C:2]1([O:17][CH3:18])[O:6][C@@H:5]2[C@@H:7]3[O:11][C@@H:10]([C@H:4]2[O:3]1)[C@H:9]1[C:12]([NH:14][C:15](=[O:16])[C@@H:8]31)=[O:13].Br[CH2:20][C:21]([O:23][CH3:24])=[O:22].C1CCN2C(=NCCC2)CC1, predict the reaction product. The product is: [CH3:24][O:23][C:21]([CH2:20][N:14]1[C:12](=[O:13])[C@@H:9]2[C@@H:8]([C@H:7]3[O:11][C@H:10]2[C@H:4]2[O:3][C:2]([CH3:1])([O:17][CH3:18])[O:6][C@H:5]32)[C:15]1=[O:16])=[O:22].